Dataset: Full USPTO retrosynthesis dataset with 1.9M reactions from patents (1976-2016). Task: Predict the reactants needed to synthesize the given product. (1) The reactants are: [F:1][C:2]([F:19])([F:18])[C:3]1[CH:8]=[CH:7][CH:6]=[CH:5][C:4]=1[N:9]1[CH2:13][C@@H:12]2[C@@H:14]([NH2:17])[CH2:15][CH2:16][C@@H:11]2[CH2:10]1.[C:20]([O:24][C:25]([N:27]([CH3:36])[C@H:28]([C:33](O)=[O:34])[CH2:29][CH:30]([CH3:32])[CH3:31])=[O:26])([CH3:23])([CH3:22])[CH3:21].O.ON1C2C=CC=CC=2N=N1.C(N=C=NCCCN(C)C)C. Given the product [CH3:36][N:27]([C@@H:28]([CH2:29][CH:30]([CH3:32])[CH3:31])[C:33](=[O:34])[NH:17][C@@H:14]1[C@@H:12]2[C@@H:11]([CH2:10][N:9]([C:4]3[CH:5]=[CH:6][CH:7]=[CH:8][C:3]=3[C:2]([F:1])([F:18])[F:19])[CH2:13]2)[CH2:16][CH2:15]1)[C:25](=[O:26])[O:24][C:20]([CH3:23])([CH3:22])[CH3:21], predict the reactants needed to synthesize it. (2) Given the product [Cl:1][C:2]1[CH:3]=[C:4]([CH:28]=[CH:29][C:30]=1[Cl:31])[CH2:5][N:6]([O:18][CH2:19][CH2:20][CH2:21][N:22]1[CH2:27][CH2:26][O:25][CH2:24][CH2:23]1)[C:7]([C:8]1[CH2:32][N:34]([CH2:35][CH2:36][N:37]2[CH2:42][CH2:41][O:40][CH2:39][CH2:38]2)[C:13](=[O:14])[C:9]=1[OH:10])=[O:17], predict the reactants needed to synthesize it. The reactants are: [Cl:1][C:2]1[CH:3]=[C:4]([CH:28]=[CH:29][C:30]=1[Cl:31])[CH2:5][N:6]([O:18][CH2:19][CH2:20][CH2:21][N:22]1[CH2:27][CH2:26][O:25][CH2:24][CH2:23]1)[C:7](=[O:17])[CH:8]=[C:9]1[C:13](=[O:14])OC(C)(C)[O:10]1.[CH2:32]=O.[NH2:34][CH2:35][CH2:36][N:37]1[CH2:42][CH2:41][O:40][CH2:39][CH2:38]1. (3) Given the product [C:38]([O:42][NH:22][C:20]([C@H:19]([NH:18][C:16]([N:13]1[C:14](=[O:15])[CH:8]([CH2:7][C:6]2[CH:34]=[C:2]([Cl:1])[CH:3]=[CH:4][C:5]=2[O:35][CH3:36])[CH2:9][NH:10][C:11](=[O:33])[CH2:12]1)=[O:17])[CH2:31][CH3:32])=[O:21])([CH3:41])([CH3:40])[CH3:39], predict the reactants needed to synthesize it. The reactants are: [Cl:1][C:2]1[CH:3]=[CH:4][C:5]([O:35][CH3:36])=[C:6]([CH:34]=1)[CH2:7][CH:8]1[C:14](=[O:15])[N:13]([C:16]([NH:18][CH:19]([CH2:31][CH3:32])[C:20]([NH:22]CC(OC(C)(C)C)=O)=[O:21])=[O:17])[CH2:12][C:11](=[O:33])[NH:10][CH2:9]1.Cl.[C:38]([O:42]C(=O)CN)([CH3:41])([CH3:40])[CH3:39].Cl.C(ON)(C)(C)C. (4) Given the product [CH:42]([N:45]([C:46]1[CH:51]=[CH:50][CH:49]=[CH:48][CH:47]=1)[C:8]([C:5]1[C:4]([N:11]([S:15]([C:18]2[CH:23]=[CH:22][C:21]([Cl:24])=[C:20]([C:25]([F:26])([F:27])[F:28])[CH:19]=2)(=[O:16])=[O:17])[CH2:12][O:13][CH3:14])=[CH:3][C:2]([Cl:1])=[CH:7][N:6]=1)=[O:10])([CH3:44])[CH3:43], predict the reactants needed to synthesize it. The reactants are: [Cl:1][C:2]1[CH:3]=[C:4]([N:11]([S:15]([C:18]2[CH:23]=[CH:22][C:21]([Cl:24])=[C:20]([C:25]([F:28])([F:27])[F:26])[CH:19]=2)(=[O:17])=[O:16])[CH2:12][O:13][CH3:14])[C:5]([C:8]([OH:10])=O)=[N:6][CH:7]=1.C(Cl)(=O)C(Cl)=O.C(N(CC)CC)C.[CH:42]([NH:45][C:46]1[CH:51]=[CH:50][CH:49]=[CH:48][CH:47]=1)([CH3:44])[CH3:43]. (5) Given the product [CH2:37]([C:18]1[N:17]=[C:16]([CH3:41])[N:15]([C:12]2[N:13]=[CH:14][C:9]([OH:8])=[CH:10][N:11]=2)[C:20](=[O:21])[C:19]=1[CH2:22][C:23]1[CH:24]=[CH:25][C:26]([C:29]2[C:30]([C:35]#[N:36])=[CH:31][CH:32]=[CH:33][CH:34]=2)=[CH:27][CH:28]=1)[CH2:38][CH2:39][CH3:40], predict the reactants needed to synthesize it. The reactants are: C([O:8][C:9]1[CH:10]=[N:11][C:12]([N:15]2[C:20](=[O:21])[C:19]([CH2:22][C:23]3[CH:28]=[CH:27][C:26]([C:29]4[C:30]([C:35]#[N:36])=[CH:31][CH:32]=[CH:33][CH:34]=4)=[CH:25][CH:24]=3)=[C:18]([CH2:37][CH2:38][CH2:39][CH3:40])[N:17]=[C:16]2[CH3:41])=[N:13][CH:14]=1)C1C=CC=CC=1. (6) Given the product [Si:1]([O:8][CH2:9][C:10]1([CH3:30])[S:16][CH2:15][CH2:14][N:13]2[C:17]([C:20]3([C:23]4[CH:28]=[CH:27][C:26]([C:33]5[CH:32]=[N:31][CH:36]=[CH:35][CH:34]=5)=[CH:25][CH:24]=4)[CH2:22][CH2:21]3)=[N:18][N:19]=[C:12]2[CH2:11]1)([C:4]([CH3:7])([CH3:6])[CH3:5])([CH3:3])[CH3:2], predict the reactants needed to synthesize it. The reactants are: [Si:1]([O:8][CH2:9][C:10]1([CH3:30])[S:16][CH2:15][CH2:14][N:13]2[C:17]([C:20]3([C:23]4[CH:28]=[CH:27][C:26](Cl)=[CH:25][CH:24]=4)[CH2:22][CH2:21]3)=[N:18][N:19]=[C:12]2[CH2:11]1)([C:4]([CH3:7])([CH3:6])[CH3:5])([CH3:3])[CH3:2].[N:31]1[CH:36]=[CH:35][CH:34]=[C:33](B(O)O)[CH:32]=1.C1(P(C2CCCCC2)C2CCCCC2)CCCCC1.P([O-])([O-])([O-])=O.[K+].[K+].[K+].C(=O)([O-])O.[Na+]. (7) Given the product [Br:1][C:2]1[N:7]2[CH:11]=[CH:12][N:8]=[C:6]2[CH:5]=[C:4]([CH3:9])[CH:3]=1, predict the reactants needed to synthesize it. The reactants are: [Br:1][C:2]1[N:7]=[C:6]([NH2:8])[CH:5]=[C:4]([CH3:9])[CH:3]=1.Cl[CH2:11][CH:12]=O. (8) Given the product [C:17]([O:21][C:22](=[O:23])[NH:24][C@@H:25]1[CH2:29][CH2:28][C@:27]([CH:33]([CH3:34])[CH3:35])([C:30]([N:4]2[CH2:5][CH2:6][N:1]([C:7]3[N:12]=[C:11]([C:13]([F:14])([F:16])[F:15])[CH:10]=[CH:9][N:8]=3)[CH2:2][CH2:3]2)=[O:31])[CH2:26]1)([CH3:20])([CH3:19])[CH3:18], predict the reactants needed to synthesize it. The reactants are: [N:1]1([C:7]2[N:12]=[C:11]([C:13]([F:16])([F:15])[F:14])[CH:10]=[CH:9][N:8]=2)[CH2:6][CH2:5][NH:4][CH2:3][CH2:2]1.[C:17]([O:21][C:22]([NH:24][C@@H:25]1[CH2:29][CH2:28][C@:27]([CH:33]([CH3:35])[CH3:34])([C:30](O)=[O:31])[CH2:26]1)=[O:23])([CH3:20])([CH3:19])[CH3:18].C(N(CC)CC)C.F[P-](F)(F)(F)(F)F.N1(O[P+](N(C)C)(N(C)C)N(C)C)C2C=CC=CC=2N=N1. (9) Given the product [CH3:1][O:2][C:3]1[CH:8]=[C:7]([B:9]2[O:13][C:12]([CH3:15])([CH3:14])[C:11]([CH3:17])([CH3:16])[O:10]2)[CH:6]=[CH:5][C:4]=1[NH2:18], predict the reactants needed to synthesize it. The reactants are: [CH3:1][O:2][C:3]1[CH:8]=[C:7]([B:9]2[O:13][C:12]([CH3:15])([CH3:14])[C:11]([CH3:17])([CH3:16])[O:10]2)[CH:6]=[CH:5][C:4]=1[NH:18]C(=O)OC(C)(C)C.FC(F)(F)C(O)=O. (10) Given the product [C:13]([O:17][C:18]([N:12]1[C:8]([C:5]2[CH:4]=[CH:3][C:2]([Br:1])=[CH:7][CH:6]=2)=[CH:9][CH:10]=[N:11]1)=[O:19])([CH3:16])([CH3:15])[CH3:14], predict the reactants needed to synthesize it. The reactants are: [Br:1][C:2]1[CH:7]=[CH:6][C:5]([C:8]2[NH:12][N:11]=[CH:10][CH:9]=2)=[CH:4][CH:3]=1.[C:13]([O:17][C:18](O[C:18]([O:17][C:13]([CH3:16])([CH3:15])[CH3:14])=[O:19])=[O:19])([CH3:16])([CH3:15])[CH3:14].CN(C1C=CC=CN=1)C.C(OCC)C.